From a dataset of Catalyst prediction with 721,799 reactions and 888 catalyst types from USPTO. Predict which catalyst facilitates the given reaction. Reactant: Cl[C:2]1[CH:7]=[C:6]([O:8][CH2:9][C:10]#[C:11][CH3:12])[N:5]=[CH:4][N:3]=1.C(=O)([O-])[O-].[K+].[K+].[F:19][C:20]1[CH:21]=[C:22]([OH:26])[CH:23]=[CH:24][CH:25]=1.[Cl-].[NH4+]. Product: [F:19][C:20]1[CH:21]=[C:22]([CH:23]=[CH:24][CH:25]=1)[O:26][C:2]1[CH:7]=[C:6]([O:8][CH2:9][C:10]#[C:11][CH3:12])[N:5]=[CH:4][N:3]=1. The catalyst class is: 9.